Task: Predict the reactants needed to synthesize the given product.. Dataset: Full USPTO retrosynthesis dataset with 1.9M reactions from patents (1976-2016) (1) The reactants are: [Cl:1]N1C(=O)CCC1=O.[CH2:9]([O:16][C:17]1[C:18]([NH:24][C:25]2[S:26][CH:27]=[C:28]([CH2:30][CH3:31])[N:29]=2)=[N:19][CH:20]=[C:21]([Br:23])[CH:22]=1)[C:10]1[CH:15]=[CH:14][CH:13]=[CH:12][CH:11]=1.C(OCC)(=O)C. Given the product [CH2:9]([O:16][C:17]1[C:18]([NH:24][C:25]2[S:26][C:27]([Cl:1])=[C:28]([CH2:30][CH3:31])[N:29]=2)=[N:19][CH:20]=[C:21]([Br:23])[CH:22]=1)[C:10]1[CH:11]=[CH:12][CH:13]=[CH:14][CH:15]=1, predict the reactants needed to synthesize it. (2) Given the product [O:1]1[CH:5]([C:6]([OH:8])=[O:7])[CH2:4][CH2:3][CH:2]1[C:9]([OH:11])=[O:10], predict the reactants needed to synthesize it. The reactants are: [O:1]1[C:5]([C:6]([OH:8])=[O:7])=[CH:4][CH:3]=[C:2]1[C:9]([OH:11])=[O:10]. (3) Given the product [Br:10][C:5]1[CH:6]=[CH:7][CH:8]=[CH:9][C:4]=1[CH2:1][CH2:2][CH3:3], predict the reactants needed to synthesize it. The reactants are: [CH2:1]([C:4]1[CH:9]=[CH:8][CH:7]=[CH:6][CH:5]=1)[CH2:2][CH3:3].[Br:10]Br. (4) Given the product [NH3:3].[CH3:25][OH:30].[F:20][C:5]1[C:6]([NH:8][CH:9]2[CH2:17][CH:16]3[N:12]([CH2:13][CH2:14][CH2:15]3)[C:11]([CH3:19])([CH3:18])[CH2:10]2)=[N:7][C:2]([NH:21][C:22]2[CH:23]=[CH:24][C:25]([O:30][CH:31]3[CH2:36][CH2:35][O:34][CH2:33][CH2:32]3)=[C:26]([CH:29]=2)[C:27]#[N:28])=[N:3][CH:4]=1, predict the reactants needed to synthesize it. The reactants are: Cl[C:2]1[N:7]=[C:6]([NH:8][CH:9]2[CH2:17][CH:16]3[N:12]([CH2:13][CH2:14][CH2:15]3)[C:11]([CH3:19])([CH3:18])[CH2:10]2)[C:5]([F:20])=[CH:4][N:3]=1.[NH2:21][C:22]1[CH:23]=[CH:24][C:25]([O:30][CH:31]2[CH2:36][CH2:35][O:34][CH2:33][CH2:32]2)=[C:26]([CH:29]=1)[C:27]#[N:28]. (5) Given the product [C:8]([C:10](=[CH:16][NH:7][C:3]1[CH:2]=[N:1][CH:6]=[CH:5][CH:4]=1)[C:11]([O:13][CH2:14][CH3:15])=[O:12])#[N:9], predict the reactants needed to synthesize it. The reactants are: [N:1]1[CH:6]=[CH:5][CH:4]=[C:3]([NH2:7])[CH:2]=1.[C:8](/[C:10](=[CH:16]\OCC)/[C:11]([O:13][CH2:14][CH3:15])=[O:12])#[N:9]. (6) Given the product [F:1][CH:2]([F:26])[O:3][C:4]1[CH:9]=[CH:8][C:7]([C:10](=[O:23])[C:11]([C:13]2[CH:18]=[CH:17][CH:16]=[C:15]([C:19]#[C:20][CH2:21][F:33])[CH:14]=2)=[O:12])=[CH:6][C:5]=1[CH2:24][CH3:25], predict the reactants needed to synthesize it. The reactants are: [F:1][CH:2]([F:26])[O:3][C:4]1[CH:9]=[CH:8][C:7]([C:10](=[O:23])[C:11]([C:13]2[CH:18]=[CH:17][CH:16]=[C:15]([C:19]#[C:20][CH2:21]O)[CH:14]=2)=[O:12])=[CH:6][C:5]=1[CH2:24][CH3:25].CCN(S(F)(F)[F:33])CC. (7) Given the product [CH2:1]([N:8]1[CH2:13][CH2:12][CH:11]([C:14]2[CH:19]=[CH:18][CH:17]=[C:16]([OH:20])[CH:15]=2)[CH:10]([O:28][CH2:29][C:30]2[CH:39]=[CH:38][C:37]3[C:32](=[CH:33][CH:34]=[CH:35][CH:36]=3)[CH:31]=2)[CH2:9]1)[C:2]1[CH:7]=[CH:6][CH:5]=[CH:4][CH:3]=1, predict the reactants needed to synthesize it. The reactants are: [CH2:1]([N:8]1[CH2:13][CH2:12][CH:11]([C:14]2[CH:19]=[CH:18][CH:17]=[C:16]([O:20]CC3C=CC=CC=3)[CH:15]=2)[CH:10]([O:28][CH2:29][C:30]2[CH:39]=[CH:38][C:37]3[C:32](=[CH:33][CH:34]=[CH:35][CH:36]=3)[CH:31]=2)[CH2:9]1)[C:2]1[CH:7]=[CH:6][CH:5]=[CH:4][CH:3]=1.CN(C)C1C=CC=CC=1.[Cl-].[Cl-].[Cl-].[Al+3].